Task: Predict the product of the given reaction.. Dataset: Forward reaction prediction with 1.9M reactions from USPTO patents (1976-2016) (1) Given the reactants [CH3:1][C:2]1[CH:7]=[CH:6][CH:5]=[C:4]([CH3:8])[C:3]=1[C:9]1[NH:10][C:11]2[CH:17]=[C:16]([CH2:18][OH:19])[CH:15]=[CH:14][C:12]=2[N:13]=1, predict the reaction product. The product is: [CH3:1][C:2]1[CH:7]=[CH:6][CH:5]=[C:4]([CH3:8])[C:3]=1[C:9]1[NH:10][C:11]2[CH:17]=[C:16]([CH:18]=[O:19])[CH:15]=[CH:14][C:12]=2[N:13]=1. (2) The product is: [CH3:35][O:36][C:37]1[CH:38]=[C:39]([NH:43][C:44](=[O:70])[NH:45][C:46]2[CH:47]=[CH:48][C:49]([C:52]3[CH:53]=[C:54]4[C:58](=[CH:59][CH:60]=3)[C:57](=[O:61])[N:56]([C@@H:62]([CH:67]([CH3:68])[CH3:69])[C:63]([OH:65])=[O:64])[CH2:55]4)=[CH:50][CH:51]=2)[CH:40]=[CH:41][CH:42]=1. Given the reactants FC1C=CC(NC(=O)NC2C=CC(C3C=C4C(=CC=3)C(=O)N([C@@H](C(C)C)C(O)=O)C4)=CC=2)=CC=1.[CH3:35][O:36][C:37]1[CH:38]=[C:39]([NH:43][C:44](=[O:70])[NH:45][C:46]2[CH:51]=[CH:50][C:49]([C:52]3[CH:53]=[C:54]4[C:58](=[CH:59][CH:60]=3)[C:57](=[O:61])[N:56]([C@@H:62]([CH:67]([CH3:69])[CH3:68])[C:63]([O:65]C)=[O:64])[CH2:55]4)=[CH:48][CH:47]=2)[CH:40]=[CH:41][CH:42]=1, predict the reaction product.